Task: Predict which catalyst facilitates the given reaction.. Dataset: Catalyst prediction with 721,799 reactions and 888 catalyst types from USPTO (1) Reactant: [CH3:1][O:2][C:3]1[CH:4]=[C:5]2[C:10](=[CH:11][C:12]=1[O:13][CH3:14])[N:9]=[CH:8][N:7]=[C:6]2[O:15][C:16]1[CH:22]=[CH:21][C:19]([NH2:20])=[C:18]([N+:23]([O-:25])=[O:24])[CH:17]=1.ClC(Cl)(O[C:30](=[O:36])OC(Cl)(Cl)Cl)Cl.[NH2:38][N:39]1[CH2:44][CH2:43][CH2:42][CH2:41][CH2:40]1.C(=O)(O)[O-].[Na+]. Product: [CH3:1][O:2][C:3]1[CH:4]=[C:5]2[C:10](=[CH:11][C:12]=1[O:13][CH3:14])[N:9]=[CH:8][N:7]=[C:6]2[O:15][C:16]1[CH:22]=[CH:21][C:19]([NH:20][C:30]([NH:38][N:39]2[CH2:44][CH2:43][CH2:42][CH2:41][CH2:40]2)=[O:36])=[C:18]([N+:23]([O-:25])=[O:24])[CH:17]=1. The catalyst class is: 208. (2) Reactant: [CH3:1][O:2][C:3](=[O:22])[CH:4]([C:9]1[CH:14]=[CH:13][C:12]([NH2:15])=[C:11]([C:16]2[CH2:21][CH2:20][CH2:19][CH2:18][CH:17]=2)[CH:10]=1)[C:5]([O:7][CH3:8])=[O:6].[K+].[C:24]([C:26]1[N:27]=[C:28]([C:39]([O-])=[O:40])[N:29]([CH2:31][O:32][CH2:33][CH2:34][Si:35]([CH3:38])([CH3:37])[CH3:36])[CH:30]=1)#[N:25].F[P-](F)(F)(F)(F)F.Br[P+](N1CCCC1)(N1CCCC1)N1CCCC1.C(N(CC)C(C)C)(C)C. Product: [CH3:1][O:2][C:3](=[O:22])[CH:4]([C:9]1[CH:14]=[CH:13][C:12]([NH:15][C:39]([C:28]2[N:29]([CH2:31][O:32][CH2:33][CH2:34][Si:35]([CH3:38])([CH3:37])[CH3:36])[CH:30]=[C:26]([C:24]#[N:25])[N:27]=2)=[O:40])=[C:11]([C:16]2[CH2:21][CH2:20][CH2:19][CH2:18][CH:17]=2)[CH:10]=1)[C:5]([O:7][CH3:8])=[O:6]. The catalyst class is: 31.